Dataset: Reaction yield outcomes from USPTO patents with 853,638 reactions. Task: Predict the reaction yield, written as a fraction of the theoretical maximum amount of product (1.0 means a 100% yield; for example, 0.34 means a 34% yield). (1) The reactants are [NH2:1][C@@H:2]1[CH2:7][CH2:6][N:5]([CH2:8][CH2:9][N:10]2[C:19]3[C:14](=[C:15]([F:21])[CH:16]=[C:17]([F:20])[CH:18]=3)[CH:13]=[CH:12][C:11]2=[O:22])[CH2:4][C@@H:3]1[C:23]([O:25][CH3:26])=[O:24].[F:27][C:28]1[CH:33]=[CH:32][C:31]([F:34])=[CH:30][C:29]=1/[CH:35]=[CH:36]/[CH:37]=O.C(O[BH-](OC(=O)C)OC(=O)C)(=O)C.[Na+]. The catalyst is ClCCl.CN(C)C=O. The product is [F:21][C:15]1[CH:16]=[C:17]([F:20])[CH:18]=[C:19]2[C:14]=1[CH:13]=[CH:12][C:11](=[O:22])[N:10]2[CH2:9][CH2:8][N:5]1[CH2:6][CH2:7][C@@H:2]([NH:1][CH2:37]/[CH:36]=[CH:35]/[C:29]2[CH:30]=[C:31]([F:34])[CH:32]=[CH:33][C:28]=2[F:27])[C@@H:3]([C:23]([O:25][CH3:26])=[O:24])[CH2:4]1. The yield is 0.490. (2) The reactants are C(OC([N:11]1[CH:16]([CH3:17])[CH2:15][N:14]([CH2:18][C:19]2[CH:28]=[C:27]3[C:22]([C:23]([NH2:29])=[N:24][CH:25]=[N:26]3)=[CH:21][CH:20]=2)[C:13](=[O:30])[C@@H:12]1[CH3:31])=O)C1C=CC=CC=1.[H][H]. The catalyst is [Pd].CO.C(O)(=O)C. The product is [NH2:29][C:23]1[C:22]2[C:27](=[CH:28][C:19]([CH2:18][N:14]3[CH2:15][CH:16]([CH3:17])[NH:11][C@@H:12]([CH3:31])[C:13]3=[O:30])=[CH:20][CH:21]=2)[N:26]=[CH:25][N:24]=1. The yield is 0.950. (3) The reactants are [CH3:1][C:2]1[C:7]([N+:8]([O-])=O)=[CH:6][CH:5]=[CH:4][C:3]=1[O:11][CH3:12].C(O)(C(F)(F)F)=O.CC#N.O. The catalyst is C(O)C.[Pd]. The product is [CH3:1][C:2]1[C:3]([O:11][CH3:12])=[CH:4][CH:5]=[CH:6][C:7]=1[NH2:8]. The yield is 0.980. (4) The reactants are [Br:1][C:2]1[CH:7]=[C:6]([N+:8]([O-:10])=[O:9])[C:5]([NH2:11])=[C:4]([O:12][CH3:13])[CH:3]=1.OS(O)(=O)=O.[CH3:19][C:20](O)=[O:21]. The catalyst is CC(OC(C)=O)=O. The product is [Br:1][C:2]1[CH:7]=[C:6]([N+:8]([O-:10])=[O:9])[C:5]([NH:11][C:20](=[O:21])[CH3:19])=[C:4]([O:12][CH3:13])[CH:3]=1. The yield is 0.750. (5) The product is [Cl:15][C:16]1[CH:21]=[C:20]([C:2]2[CH:14]=[CH:13][C:5]3[NH:6][C:7](=[O:12])[O:8][C:9]([CH3:11])([CH3:10])[C:4]=3[CH:3]=2)[CH:19]=[CH:18][CH:17]=1. The reactants are Br[C:2]1[CH:14]=[CH:13][C:5]2[NH:6][C:7](=[O:12])[O:8][C:9]([CH3:11])([CH3:10])[C:4]=2[CH:3]=1.[Cl:15][C:16]1[CH:17]=[C:18](B(O)O)[CH:19]=[CH:20][CH:21]=1.C(=O)([O-])[O-].[Na+].[Na+]. The catalyst is COCCOC.O.[Pd].C1(P(C2C=CC=CC=2)C2C=CC=CC=2)C=CC=CC=1.C1(P(C2C=CC=CC=2)C2C=CC=CC=2)C=CC=CC=1.C1(P(C2C=CC=CC=2)C2C=CC=CC=2)C=CC=CC=1.C1(P(C2C=CC=CC=2)C2C=CC=CC=2)C=CC=CC=1. The yield is 0.820. (6) The reactants are [C:1]([O:9][C@:10]1([CH3:47])[CH:14]([O:15][C:16](=[O:23])[C:17]2[CH:22]=[CH:21][CH:20]=[CH:19][CH:18]=2)[CH:13]([CH2:24][O:25][C:26](=[O:33])[C:27]2[CH:32]=[CH:31][CH:30]=[CH:29][CH:28]=2)[O:12][C@H:11]1[N:34]1[C:38]2[N:39]=[CH:40][N:41]=[C:42]([NH2:43])[C:37]=2[C:36]([C:44]#[N:45])=[C:35]1Br)(=[O:8])[C:2]1[CH:7]=[CH:6][CH:5]=[CH:4][CH:3]=1.C([O-])=O.[NH4+]. The catalyst is CO.CCOC(C)=O.[Pd]. The product is [C:1]([O:9][C@:10]1([CH3:47])[CH:14]([O:15][C:16](=[O:23])[C:17]2[CH:22]=[CH:21][CH:20]=[CH:19][CH:18]=2)[CH:13]([CH2:24][O:25][C:26](=[O:33])[C:27]2[CH:32]=[CH:31][CH:30]=[CH:29][CH:28]=2)[O:12][C@H:11]1[N:34]1[C:38]2[N:39]=[CH:40][N:41]=[C:42]([NH2:43])[C:37]=2[C:36]([C:44]#[N:45])=[CH:35]1)(=[O:8])[C:2]1[CH:7]=[CH:6][CH:5]=[CH:4][CH:3]=1. The yield is 0.620. (7) The reactants are [C:1]([C:5]1[CH:6]=[C:7]([NH:18][C:19]([NH:21][C:22]2[CH:27]=[CH:26][C:25]([O:28][C:29]3[CH:34]=[CH:33][N:32]=[CH:31][CH:30]=3)=[CH:24][CH:23]=2)=[O:20])[N:8]([C:10]2[CH:15]=[CH:14][C:13]([C:16]#[N:17])=[CH:12][CH:11]=2)[N:9]=1)([CH3:4])([CH3:3])[CH3:2].[H-].[Al+3].[Li+].[H-].[H-].[H-]. The catalyst is C1COCC1. The product is [NH2:17][CH2:16][C:13]1[CH:14]=[CH:15][C:10]([N:8]2[C:7]([NH:18][C:19]([NH:21][C:22]3[CH:27]=[CH:26][C:25]([O:28][C:29]4[CH:30]=[CH:31][N:32]=[CH:33][CH:34]=4)=[CH:24][CH:23]=3)=[O:20])=[CH:6][C:5]([C:1]([CH3:4])([CH3:3])[CH3:2])=[N:9]2)=[CH:11][CH:12]=1. The yield is 0.790. (8) The reactants are [CH:1]1([CH:7]([NH:20][C:21]2[CH:26]=[CH:25][C:24]([C:27]([N:29]([CH3:37])[CH2:30][CH2:31][C:32]([O:34]CC)=[O:33])=[O:28])=[CH:23][CH:22]=2)[C:8]2[C:12]3[CH:13]=[CH:14][C:15]([O:17][CH3:18])=[CH:16][C:11]=3[O:10][C:9]=2[CH3:19])[CH2:6][CH2:5][CH2:4][CH2:3][CH2:2]1.O1CCCC1.[OH-].[Na+]. The catalyst is C(O)C. The product is [CH:1]1([CH:7]([NH:20][C:21]2[CH:22]=[CH:23][C:24]([C:27]([N:29]([CH3:37])[CH2:30][CH2:31][C:32]([OH:34])=[O:33])=[O:28])=[CH:25][CH:26]=2)[C:8]2[C:12]3[CH:13]=[CH:14][C:15]([O:17][CH3:18])=[CH:16][C:11]=3[O:10][C:9]=2[CH3:19])[CH2:6][CH2:5][CH2:4][CH2:3][CH2:2]1. The yield is 0.950. (9) The reactants are [Cl:1][C:2]1[C:10]([Cl:11])=[C:9]([Cl:12])[CH:8]=[CH:7][C:3]=1[C:4]([OH:6])=O.C(N1C=CN=C1)(N1C=CN=C1)=O.[K+].[CH2:26]([O:28][C:29](=[O:34])[CH2:30]C([O-])=O)[CH3:27].C(N(CC)CC)C.[Cl-].[Mg+2].[Cl-].C(O)(=O)CC(CC(O)=O)(C(O)=O)O. The catalyst is O1CCCC1.C(OCC)(=O)C.CCCCCC. The product is [Cl:1][C:2]1[C:10]([Cl:11])=[C:9]([Cl:12])[CH:8]=[CH:7][C:3]=1[C:4]([CH2:30][C:29]([O:28][CH2:26][CH3:27])=[O:34])=[O:6]. The yield is 0.450. (10) The reactants are [CH2:1]([C:3]([C:21]1[CH:34]=[C:33]([CH3:35])[C:24]([O:25][CH2:26][C@H:27]2[O:31][C:30](=[O:32])[CH2:29][CH2:28]2)=[C:23]([CH3:36])[CH:22]=1)([C:6]1[CH:11]=[CH:10][C:9](/[CH:12]=[CH:13]/[C:14]([CH2:18][CH3:19])([OH:17])[CH2:15][CH3:16])=[C:8]([CH3:20])[CH:7]=1)[CH2:4][CH3:5])[CH3:2].C[OH:38]. The catalyst is [OH-].[Na+]. The product is [CH2:1]([C:3]([C:21]1[CH:22]=[C:23]([CH3:36])[C:24]([O:25][CH2:26][C@@H:27]([OH:38])[CH2:28][CH2:29][C:30]([OH:31])=[O:32])=[C:33]([CH3:35])[CH:34]=1)([C:6]1[CH:11]=[CH:10][C:9](/[CH:12]=[CH:13]/[C:14]([CH2:15][CH3:16])([OH:17])[CH2:18][CH3:19])=[C:8]([CH3:20])[CH:7]=1)[CH2:4][CH3:5])[CH3:2]. The yield is 0.410.